The task is: Predict the product of the given reaction.. This data is from Forward reaction prediction with 1.9M reactions from USPTO patents (1976-2016). (1) Given the reactants Br[CH2:2][C:3]1[CH:13]=[CH:12][C:11]([O:14][C:15]([F:20])([F:19])[CH:16]([Cl:18])[F:17])=[CH:10][C:4]=1[C:5]([O:7]CC)=O.[CH3:21][N:22]1[C:30]2[C:25](=[CH:26][C:27]([NH2:31])=[CH:28][CH:29]=2)[CH:24]=[CH:23]1.C(N(CC)C(C)C)(C)C.[OH-].[Li+], predict the reaction product. The product is: [Cl:18][CH:16]([F:17])[C:15]([F:19])([F:20])[O:14][C:11]1[CH:10]=[C:4]2[C:3]([CH2:2][N:31]([C:27]3[CH:26]=[C:25]4[C:30](=[CH:29][CH:28]=3)[N:22]([CH3:21])[CH:23]=[CH:24]4)[C:5]2=[O:7])=[CH:13][CH:12]=1. (2) The product is: [C:1]([O:5][C:6]([N:8]1[CH:9]2[CH2:16][CH2:15][CH2:14][CH:13]1[CH2:12][NH:11][CH2:10]2)=[O:7])([CH3:4])([CH3:2])[CH3:3]. Given the reactants [C:1]([O:5][C:6]([N:8]1[CH:13]2[CH2:14][CH2:15][CH2:16][C:9]1(CC1C=CC=CC=1)[CH2:10][NH:11][CH2:12]2)=[O:7])([CH3:4])([CH3:3])[CH3:2].[H][H], predict the reaction product.